Task: Predict the product of the given reaction.. Dataset: Forward reaction prediction with 1.9M reactions from USPTO patents (1976-2016) (1) Given the reactants [OH:1][C:2]1[CH:3]=[C:4]2[C:9](=[CH:10][CH:11]=1)[CH:8]=[C:7]([C:12]1[CH:17]=[C:16]([C:18]([O:20][CH3:21])=[O:19])[CH:15]=[CH:14][N:13]=1)[CH:6]=[CH:5]2.C(=O)([O-])[O-].[Cs+].[Cs+].Cl[CH2:29][C:30]1[C:31]([C:38]2[C:43]([Cl:44])=[CH:42][CH:41]=[CH:40][C:39]=2[Cl:45])=[N:32][O:33][C:34]=1[CH:35]([CH3:37])[CH3:36].C(OCC)(=O)C, predict the reaction product. The product is: [Cl:44][C:43]1[CH:42]=[CH:41][CH:40]=[C:39]([Cl:45])[C:38]=1[C:31]1[C:30]([CH2:29][O:1][C:2]2[CH:3]=[C:4]3[C:9](=[CH:10][CH:11]=2)[CH:8]=[C:7]([C:12]2[CH:17]=[C:16]([C:18]([O:20][CH3:21])=[O:19])[CH:15]=[CH:14][N:13]=2)[CH:6]=[CH:5]3)=[C:34]([CH:35]([CH3:37])[CH3:36])[O:33][N:32]=1. (2) Given the reactants [CH3:1][O:2][C:3]1[CH:4]=[C:5]2[C:10](=[CH:11][CH:12]=1)[C:9](=[O:13])[O:8][CH2:7][CH2:6]2.BrN1C(=O)CCC1=O.C(OOC(=O)C1C=CC=CC=1)(=O)C1C=CC=CC=1, predict the reaction product. The product is: [CH3:1][O:2][C:3]1[CH:4]=[C:5]2[C:10](=[CH:11][CH:12]=1)[C:9](=[O:13])[O:8][CH:7]=[CH:6]2. (3) Given the reactants [Br:1][C:2]1[CH:7]=[CH:6][C:5]([CH:8]([N:22]2[CH2:27][CH2:26][NH:25][CH2:24][CH2:23]2)[C:9]2[CH:21]=[CH:20][C:12]([C:13]([N:15]([CH2:18][CH3:19])[CH2:16][CH3:17])=[O:14])=[CH:11][CH:10]=2)=[CH:4][CH:3]=1.[CH:28](=O)[C:29]1[CH:34]=[CH:33][CH:32]=[CH:31][CH:30]=1.C(O[BH-](OC(=O)C)OC(=O)C)(=O)C.[Na+], predict the reaction product. The product is: [CH2:28]([N:25]1[CH2:24][CH2:23][N:22]([CH:8]([C:5]2[CH:6]=[CH:7][C:2]([Br:1])=[CH:3][CH:4]=2)[C:9]2[CH:21]=[CH:20][C:12]([C:13]([N:15]([CH2:16][CH3:17])[CH2:18][CH3:19])=[O:14])=[CH:11][CH:10]=2)[CH2:27][CH2:26]1)[C:29]1[CH:34]=[CH:33][CH:32]=[CH:31][CH:30]=1. (4) Given the reactants Cl.[O:2]1[C:6]2[CH:7]=[CH:8][C:9]([C:11]3[S:19][C:18]4[C:17](=[O:20])[N:16]([CH:21]5[CH2:26][CH2:25][NH:24][CH2:23][CH2:22]5)[C:15](=[O:27])[N:14]([CH2:28][C:29]5[N:30]=[N:31][N:32]([CH2:34][CH3:35])[N:33]=5)[C:13]=4[CH:12]=3)=[CH:10][C:5]=2[O:4][CH2:3]1.[CH2:36]([O:38][C:39]1[C:48]([O:49][CH3:50])=[CH:47][C:46]2[C:45]([C:51]3[CH:59]=[CH:58][C:54]([C:55](O)=[O:56])=[CH:53][CH:52]=3)=[N:44][C@@H:43]3[CH2:60][CH2:61][S:62][CH2:63][C@@H:42]3[C:41]=2[CH:40]=1)[CH3:37].CN(C(ON1N=NC2C=CC=CC1=2)=[N+](C)C)C.F[P-](F)(F)(F)(F)F.CCN(C(C)C)C(C)C, predict the reaction product. The product is: [O:2]1[C:6]2[CH:7]=[CH:8][C:9]([C:11]3[S:19][C:18]4[C:17](=[O:20])[N:16]([CH:21]5[CH2:22][CH2:23][N:24]([C:55]([C:54]6[CH:58]=[CH:59][C:51]([C:45]7[C:46]8[CH:47]=[C:48]([O:49][CH3:50])[C:39]([O:38][CH2:36][CH3:37])=[CH:40][C:41]=8[C@H:42]8[CH2:63][S:62][CH2:61][CH2:60][C@H:43]8[N:44]=7)=[CH:52][CH:53]=6)=[O:56])[CH2:25][CH2:26]5)[C:15](=[O:27])[N:14]([CH2:28][C:29]5[N:30]=[N:31][N:32]([CH2:34][CH3:35])[N:33]=5)[C:13]=4[CH:12]=3)=[CH:10][C:5]=2[O:4][CH2:3]1. (5) Given the reactants [CH3:1][C:2]1[CH:19]=[CH:18][CH:17]=[C:16]([CH3:20])[C:3]=1[CH2:4][O:5][C:6]1[C:7]([CH3:15])=[C:8]([CH2:12][C:13]#[N:14])[CH:9]=[CH:10][CH:11]=1.[N-:21]=[N+:22]=[N-:23].[Na+].[Cl-].[NH4+].C(OCC)(=O)C, predict the reaction product. The product is: [CH3:1][C:2]1[CH:19]=[CH:18][CH:17]=[C:16]([CH3:20])[C:3]=1[CH2:4][O:5][C:6]1[C:7]([CH3:15])=[C:8]([CH:9]=[CH:10][CH:11]=1)[CH2:12][C:13]1[NH:23][N:22]=[N:21][N:14]=1. (6) The product is: [CH3:15][CH:16]([CH3:32])[C:17]([NH:19][C:20]1[CH:25]=[CH:24][CH:23]=[C:22]([CH:26]2[CH2:31][CH2:30][N:29]([CH:12]([C:10]3[N:11]=[C:7]([C:1]4[CH:6]=[CH:5][CH:4]=[CH:3][CH:2]=4)[S:8][CH:9]=3)[CH3:13])[CH2:28][CH2:27]2)[CH:21]=1)=[O:18]. Given the reactants [C:1]1([C:7]2[S:8][CH:9]=[C:10]([C:12](=O)[CH3:13])[N:11]=2)[CH:6]=[CH:5][CH:4]=[CH:3][CH:2]=1.[CH3:15][CH:16]([CH3:32])[C:17]([NH:19][C:20]1[CH:25]=[CH:24][CH:23]=[C:22]([CH:26]2[CH2:31][CH2:30][NH:29][CH2:28][CH2:27]2)[CH:21]=1)=[O:18], predict the reaction product. (7) Given the reactants Cl.[CH3:2][C@@H:3]1[CH2:8][NH:7][C@@H:6]([CH3:9])[CH2:5][N:4]1[C:10]1[CH:11]=[C:12]2[C:21](=[CH:22][C:23]=1[C:24]1[CH:29]=[CH:28][CH:27]=[CH:26][C:25]=1[F:30])[O:20][CH2:19][C:18]1[N:13]2[C@H:14]([CH3:32])[C:15](=[O:31])[NH:16][N:17]=1.C=O.[BH3-][C:36]#N.[Na+].C([O-])(O)=O.[Na+], predict the reaction product. The product is: [F:30][C:25]1[CH:26]=[CH:27][CH:28]=[CH:29][C:24]=1[C:23]1[CH:22]=[C:21]2[C:12]([N:13]3[C:18]([CH2:19][O:20]2)=[N:17][NH:16][C:15](=[O:31])[C@H:14]3[CH3:32])=[CH:11][C:10]=1[N:4]1[CH2:5][C@H:6]([CH3:9])[N:7]([CH3:36])[CH2:8][C@H:3]1[CH3:2]. (8) The product is: [CH2:1]([O:4][C:5]1[C:6]([CH2:30][CH3:31])=[C:7]([CH2:25][C:26]([O:28][CH3:29])=[O:27])[C:8]([C:15](=[O:24])[C:16]2[CH:17]=[CH:18][CH:19]=[C:20]([S:34]([CH3:38])(=[O:36])=[O:33])[CH:21]=2)=[C:9]([O:11][CH2:12][CH:13]=[CH2:14])[CH:10]=1)[CH:2]=[CH2:3]. Given the reactants [CH2:1]([O:4][C:5]1[C:6]([CH2:30][CH3:31])=[C:7]([CH2:25][C:26]([O:28][CH3:29])=[O:27])[C:8]([C:15](=[O:24])[C:16]2[CH:21]=[CH:20][CH:19]=[C:18](SC)[CH:17]=2)=[C:9]([O:11][CH2:12][CH:13]=[CH2:14])[CH:10]=1)[CH:2]=[CH2:3].O[O:33][S:34]([O-:36])=O.[K+].[CH3:38]O, predict the reaction product. (9) The product is: [Cl:19][C:4]1[C:5]([C:8]([F:10])([F:11])[F:9])=[N:6][NH:7][C:3]=1[CH2:1][CH3:2]. Given the reactants [CH2:1]([C:3]1[NH:7][N:6]=[C:5]([C:8]([F:11])([F:10])[F:9])[CH:4]=1)[CH3:2].C1C(=O)N([Cl:19])C(=O)C1, predict the reaction product.